From a dataset of Catalyst prediction with 721,799 reactions and 888 catalyst types from USPTO. Predict which catalyst facilitates the given reaction. (1) Reactant: CC(C)(C)C[C:4](=[O:20])[CH2:5][C@H:6]([C:10]1[O:11][CH:12]=[C:13]([C:15]([O:17]CC)=[O:16])[N:14]=1)[CH2:7][CH:8]=[CH2:9].O.[OH-].[Li+].[OH-].[Li+].C(O)(=O)[CH2:29][C:30]([CH2:35]C(O)=O)([C:32](O)=O)[OH:31]. Product: [C:30]([O:31][C:4](=[O:20])[CH2:5][C@H:6]([C:10]1[O:11][CH:12]=[C:13]([C:15]([OH:17])=[O:16])[N:14]=1)[CH2:7][CH:8]=[CH2:9])([CH3:35])([CH3:32])[CH3:29]. The catalyst class is: 38. (2) Reactant: I[C:2]1[N:3]=[C:4]([CH2:7][CH2:8][CH3:9])[NH:5][CH:6]=1.[C:10]1(B(O)O)[CH:15]=[CH:14][CH:13]=[CH:12][CH:11]=1.C(=O)([O-])[O-].[Na+].[Na+]. Product: [C:10]1([C:2]2[N:3]=[C:4]([CH2:7][CH2:8][CH3:9])[NH:5][CH:6]=2)[CH:15]=[CH:14][CH:13]=[CH:12][CH:11]=1. The catalyst class is: 38. (3) Reactant: [CH2:1]([O:8][C:9](=[O:23])[C@@H:10]([NH:15][C:16]([O:18][C:19]([CH3:22])([CH3:21])[CH3:20])=[O:17])[CH2:11][CH2:12][CH2:13][OH:14])[C:2]1[CH:7]=[CH:6][CH:5]=[CH:4][CH:3]=1.[CH3:24][C:25]([Si:28](Cl)([C:35]1[CH:40]=[CH:39][CH:38]=[CH:37][CH:36]=1)[C:29]1[CH:34]=[CH:33][CH:32]=[CH:31][CH:30]=1)([CH3:27])[CH3:26].C(N(CC)CC)C. Product: [CH2:1]([O:8][C:9](=[O:23])[C@@H:10]([NH:15][C:16]([O:18][C:19]([CH3:20])([CH3:22])[CH3:21])=[O:17])[CH2:11][CH2:12][CH2:13][O:14][Si:28]([C:25]([CH3:27])([CH3:26])[CH3:24])([C:35]1[CH:36]=[CH:37][CH:38]=[CH:39][CH:40]=1)[C:29]1[CH:34]=[CH:33][CH:32]=[CH:31][CH:30]=1)[C:2]1[CH:7]=[CH:6][CH:5]=[CH:4][CH:3]=1. The catalyst class is: 239. (4) Reactant: CCN(C(C)C)C(C)C.[CH3:22][C:21]([O:20][C:18](O[C:18]([O:20][C:21]([CH3:24])([CH3:23])[CH3:22])=[O:19])=[O:19])([CH3:24])[CH3:23].[C:25]([SiH2:29][O:30][C:31]([CH3:46])([CH3:45])[C:32]1[CH:33]=[C:34]([CH2:39][CH2:40][NH:41][CH:42]2[CH2:44][CH2:43]2)[CH:35]=[CH:36][C:37]=1[Cl:38])([CH3:28])([CH3:27])[CH3:26]. Product: [C:21]([O:20][C:18](=[O:19])[N:41]([CH2:40][CH2:39][C:34]1[CH:35]=[CH:36][C:37]([Cl:38])=[C:32]([C:31]([CH3:46])([CH3:45])[O:30][SiH2:29][C:25]([CH3:28])([CH3:27])[CH3:26])[CH:33]=1)[CH:42]1[CH2:43][CH2:44]1)([CH3:22])([CH3:23])[CH3:24]. The catalyst class is: 2. (5) Reactant: CN(C)C1C=CC=CC=1.Cl[C:11]([CH:13]1[CH2:18][CH2:17][N:16]([C:19]([O:21][C:22]([CH3:25])([CH3:24])[CH3:23])=[O:20])[CH2:15][CH2:14]1)=[O:12].[Br:26][C:27]1[CH:36]=[C:35]([CH3:37])[C:34]([CH3:38])=[CH:33][C:28]=1[NH:29][CH:30]([CH3:32])[CH3:31]. Product: [Br:26][C:27]1[CH:36]=[C:35]([CH3:37])[C:34]([CH3:38])=[CH:33][C:28]=1[N:29]([CH:30]([CH3:32])[CH3:31])[C:11]([CH:13]1[CH2:18][CH2:17][N:16]([C:19]([O:21][C:22]([CH3:25])([CH3:24])[CH3:23])=[O:20])[CH2:15][CH2:14]1)=[O:12]. The catalyst class is: 2. (6) Reactant: [F:1][C:2]1[CH:7]=[CH:6][C:5]([O:8][C:9]2[N:14]=[CH:13][C:12]([C:15](Cl)=[O:16])=[CH:11][CH:10]=2)=[CH:4][CH:3]=1.[CH3:18][C@H:19]1[CH2:24][N:23]([CH2:25][C:26]2[CH:31]=[CH:30][C:29]([NH:32][CH3:33])=[CH:28][CH:27]=2)[CH2:22][CH2:21][N:20]1[C:34]([O:36][C:37]([CH3:40])([CH3:39])[CH3:38])=[O:35].C(N(CC)CC)C. Product: [F:1][C:2]1[CH:7]=[CH:6][C:5]([O:8][C:9]2[N:14]=[CH:13][C:12]([C:15]([N:32]([CH3:33])[C:29]3[CH:28]=[CH:27][C:26]([CH2:25][N:23]4[CH2:22][CH2:21][N:20]([C:34]([O:36][C:37]([CH3:39])([CH3:38])[CH3:40])=[O:35])[C@@H:19]([CH3:18])[CH2:24]4)=[CH:31][CH:30]=3)=[O:16])=[CH:11][CH:10]=2)=[CH:4][CH:3]=1. The catalyst class is: 2. (7) Reactant: [NH2:1][CH:2]1[CH2:7][CH2:6][NH:5][CH2:4][CH2:3]1.[CH:8](=[O:15])[C:9]1C=CC=C[CH:10]=1.C(N(CC)CC)C.C(Cl)(=O)CC. Product: [NH2:1][CH:2]1[CH2:7][CH2:6][N:5]([C:8](=[O:15])[CH2:9][CH3:10])[CH2:4][CH2:3]1. The catalyst class is: 93.